Predict which catalyst facilitates the given reaction. From a dataset of Catalyst prediction with 721,799 reactions and 888 catalyst types from USPTO. (1) Reactant: [NH2:1][C@@H:2]([C:8]([O-:10])=[O:9])[CH2:3][CH2:4][C:5]([O-:7])=[O:6].N[C@@H](C(O)=O)CCC(O)=[O:16].[O:21]=[O:22]. Product: [OH:21][OH:22].[NH3:1].[O:16]=[C:2]([CH2:3][CH2:4][C:5]([O-:7])=[O:6])[C:8]([O-:10])=[O:9]. The catalyst class is: 6. (2) Reactant: Cl[C:2](=[O:9])[CH2:3][C:4]([O:6][CH2:7][CH3:8])=[O:5].[C:10]([C:14]1[O:18][C:17]([C:19]2[C:20]([NH2:37])=[N:21][CH:22]=[C:23]([C:25]3[N:29]([CH3:30])[N:28]=[C:27]([CH:31]4[CH2:36][CH2:35][NH:34][CH2:33][CH2:32]4)[N:26]=3)[N:24]=2)=[N:16][N:15]=1)([CH3:13])([CH3:12])[CH3:11].C(N(CC)CC)C. Product: [NH2:37][C:20]1[N:21]=[CH:22][C:23]([C:25]2[N:29]([CH3:30])[N:28]=[C:27]([CH:31]3[CH2:36][CH2:35][N:34]([C:2](=[O:9])[CH2:3][C:4]([O:6][CH2:7][CH3:8])=[O:5])[CH2:33][CH2:32]3)[N:26]=2)=[N:24][C:19]=1[C:17]1[O:18][C:14]([C:10]([CH3:13])([CH3:11])[CH3:12])=[N:15][N:16]=1. The catalyst class is: 2. (3) Reactant: [C:1]1([S:7]([CH2:10][C:11]2[CH:16]=[CH:15][CH:14]=[C:13]([O:17][CH2:18][CH2:19]Cl)[C:12]=2[NH2:21])(=[O:9])=[O:8])[CH:6]=[CH:5][CH:4]=[CH:3][CH:2]=1.[N-:22]=[N+:23]=[N-:24].[Na+]. Product: [N:22]([CH2:19][CH2:18][O:17][C:13]1[CH:14]=[CH:15][CH:16]=[C:11]([CH2:10][S:7]([C:1]2[CH:6]=[CH:5][CH:4]=[CH:3][CH:2]=2)(=[O:9])=[O:8])[C:12]=1[NH2:21])=[N+:23]=[N-:24]. The catalyst class is: 58.